Dataset: Experimentally validated miRNA-target interactions with 360,000+ pairs, plus equal number of negative samples. Task: Binary Classification. Given a miRNA mature sequence and a target amino acid sequence, predict their likelihood of interaction. (1) Result: 1 (interaction). The miRNA is hsa-miR-6738-5p with sequence CGAGGGGUAGAAGAGCACAGGGG. The protein sequence of the target gene is MEGLEENGGVVQVGELLPCKICGRTFFPVALKKHGPICQKTATKKRKTFDSSRQRAEGTDIPTVKPLKPRPEPPKKPSNWRRKHEEFIATIRAAKGLDQALKEGGKLPPPPPPSYDPDYIQCPYCQRRFNENAADRHINFCKEQAARISNKGKFSTDTKGKPTSRTQVYKPPALKKSNSPGTASSGSSRLPQPSGAGKTVVGVPSGKVSSSSSSLGNKLQTLSPSHKGIAAPHAGANVKPRNSTPPSLARNPAPGVLTNKRKTYTESYIARPDGDCASSLNGGNIKGIEGHSPGNLPKFC.... (2) The miRNA is hsa-miR-548aa with sequence AAAAACCACAAUUACUUUUGCACCA. The protein sequence of the target gene is MSLWGLISKMSPEKLQRLYVDFPQRLRHLLADWLESQPWEFLVGSDAFCYNMASALLSATVQRLQATAGEQGKGNSILPHISTLESIYQRDPLKLVATIRQILQGEKKAVIEEFRHLPGPFHRKQEELKFTTALGRLQHRVRETRLLRESLQQGAKTGQVSLQNLIDPPVNGPGPSEDLATMLQGTVGDLEATQALVLKRIQIWKRQQQLAGNGTPFEESLAGLQERCESLVEIYSQLQQEIGAASGELEPKTRASLISRLDEVLRTLVTSSFLVEKQPPQVLKTQTKFQAGVRFLLGLQ.... Result: 0 (no interaction). (3) The miRNA is hsa-miR-548ba with sequence AAAGGUAACUGUGAUUUUUGCU. The protein sequence of the target gene is MAEPSGSPVHVQLSQQAAPVTAAAATAPAAATSAPAPAPAPAPAASAAPAPAPAAAPAPAPAAQAVGWPICRDAYELQEVIGSGATAVVQAALCKPRQERVAIKRINLEKCQTSMDELLKEIQAMSQCSHPNVVTYYTSFVVKDELWLVMKLLSGGSMLDIIKYIVNRGEHKNGVLEEAIIATILKEVLEGLDYLHRNGQIHRDLKAGNILLGEDGSVQIADFGVSAFLATGGDVTRNKVRKTFVGTPCWMAPEVMEQVRGYDFKADMWSFGITAIELATGAAPYHKYPPMKVLMLTLQN.... Result: 0 (no interaction). (4) The miRNA is hsa-miR-3177-3p with sequence UGCACGGCACUGGGGACACGU. The protein sequence of the target gene is MAVVLPAVVEELLSEMAAAVQESARIPDEYLLSLKFLFGSSATQALDLVDRQSITLISSPSGRRVYQVLGSSSKTYTCLASCHYCSCPAFAFSVLRKSDSILCKHLLAVYLSQVMRTCQQLSVSDKQLTDILLMEKKQEA. Result: 0 (no interaction).